This data is from Reaction yield outcomes from USPTO patents with 853,638 reactions. The task is: Predict the reaction yield, written as a fraction of the theoretical maximum amount of product (1.0 means a 100% yield; for example, 0.34 means a 34% yield). (1) The yield is 0.700. The product is [CH2:21]([S:13][CH2:12][C@@H:11]([C:14]([NH:16][CH2:17][C:18]([OH:20])=[O:19])=[O:15])[NH:10][C:8](=[O:9])[CH2:7][CH2:6][C@@H:2]([C:3]([OH:5])=[O:4])[NH2:1])[CH:22]=[CH:23][CH2:24][CH2:25][CH2:26][CH2:27][CH2:28][CH2:29][CH2:30][CH2:31][CH2:32][CH3:33]. The catalyst is C(O)C(N)(CO)CO.CC#N.C1COCC1.FC(F)(F)C(O)=O. The reactants are [NH2:1][C@@H:2]([CH2:6][CH2:7][C:8]([NH:10][C@H:11]([C:14]([NH:16][CH2:17][C:18]([OH:20])=[O:19])=[O:15])[CH2:12][SH:13])=[O:9])[C:3]([OH:5])=[O:4].[CH2:21]=[CH:22][CH:23](SSC1C=CC=CN=1)[CH2:24][CH2:25][CH2:26][CH2:27][CH2:28][CH2:29][CH2:30][CH2:31][CH2:32][CH3:33].C1C=CC(P(C2C=CC=CC=2)C2C=CC=CC=2)=CC=1. (2) The reactants are [OH:1][C:2]1[CH:12]=[CH:11][C:5]([CH:6]=[CH:7][C:8]([OH:10])=[O:9])=[CH:4][CH:3]=1. The catalyst is CCOC(C)=O.[Pd]. The product is [OH:1][C:2]1[CH:3]=[CH:4][C:5]([CH2:6][CH2:7][C:8]([OH:10])=[O:9])=[CH:11][CH:12]=1. The yield is 0.990.